From a dataset of Full USPTO retrosynthesis dataset with 1.9M reactions from patents (1976-2016). Predict the reactants needed to synthesize the given product. (1) Given the product [CH3:18][C:9]1[CH:14]=[CH:13][C:12]([C:15]([NH:1][C@H:2]([C:6]([OH:8])=[O:7])[CH:3]([CH3:5])[CH3:4])=[O:16])=[CH:11][CH:10]=1, predict the reactants needed to synthesize it. The reactants are: [NH2:1][C@H:2]([C:6]([OH:8])=[O:7])[CH:3]([CH3:5])[CH3:4].[C:9]1([CH3:18])[CH:14]=[CH:13][C:12]([C:15](Cl)=[O:16])=[CH:11][CH:10]=1. (2) Given the product [N:5]1[CH2:4][CH2:3][CH2:2][N:7]2[C:8](=[O:11])[S:9][CH2:10][C:6]=12, predict the reactants needed to synthesize it. The reactants are: O[CH2:2][CH2:3][CH2:4][NH:5][C:6]1[CH2:10][S:9][C:8](=[O:11])[N:7]=1.C1(P(C2C=CC=CC=2)C2C=CC=CC=2)C=CC=CC=1.C1(C)C=CC=CC=1.N(C(OC(C)C)=O)=NC(OC(C)C)=O. (3) Given the product [C:18]([O:22][C:23](=[O:27])[C@H:24]([CH3:26])[NH:25][C:6](=[O:16])[C@H:5]([CH3:17])[N:4]([C:1](=[O:3])[CH3:2])[CH:9]([C:10]1[CH:15]=[CH:14][CH:13]=[CH:12][CH:11]=1)[CH2:8][OH:7])([CH3:21])([CH3:20])[CH3:19], predict the reactants needed to synthesize it. The reactants are: [C:1]([N:4]1[C@H:9]([C:10]2[CH:15]=[CH:14][CH:13]=[CH:12][CH:11]=2)[CH2:8][O:7][C:6](=[O:16])[C@@H:5]1[CH3:17])(=[O:3])[CH3:2].[C:18]([O:22][C:23](=[O:27])[C@H:24]([CH3:26])[NH2:25])([CH3:21])([CH3:20])[CH3:19]. (4) Given the product [F:22][C:21]([F:24])([F:23])[C:19]([OH:25])=[O:20].[Br:1][C:2]1[CH:3]=[CH:4][C:5]([C@@H:8]2[CH2:10][C@H:9]2[NH2:11])=[CH:6][CH:7]=1, predict the reactants needed to synthesize it. The reactants are: [Br:1][C:2]1[CH:7]=[CH:6][C:5]([C@@H:8]2[CH2:10][C@H:9]2[NH:11]C(=O)OC(C)(C)C)=[CH:4][CH:3]=1.[C:19]([OH:25])([C:21]([F:24])([F:23])[F:22])=[O:20]. (5) Given the product [S:21]1[C:17]([C:15]2[CH:16]=[C:8]([C:6]([OH:7])=[O:5])[CH:9]=[C:10]3[C:14]=2[NH:13][N:12]=[CH:11]3)=[CH:18][C:19]2[CH:25]=[CH:24][CH:23]=[CH:22][C:20]1=2, predict the reactants needed to synthesize it. The reactants are: O.[OH-].[Li+].C[O:5][C:6]([C:8]1[CH:9]=[C:10]2[C:14](=[C:15]([C:17]3[S:21][C:20]4[CH:22]=[CH:23][CH:24]=[CH:25][C:19]=4[CH:18]=3)[CH:16]=1)[NH:13][N:12]=[CH:11]2)=[O:7]. (6) Given the product [CH3:50][O:49][C:46]1[CH:45]=[CH:44][C:43]([CH2:42][C:41]([NH:40][C:37]2[CH:36]=[CH:35][C:34]([C:33]([N:32]([CH2:53][C:54]([OH:56])=[O:55])[CH2:31][C:30]3[CH:29]=[CH:28][C:27]([O:16][C:15](=[O:17])[C:14]4[CH:13]=[CH:12][C:11]([O:10][CH2:1][CH2:2][CH2:3][CH2:4][CH2:5][CH2:6][CH2:7][CH2:8][CH3:9])=[CH:19][CH:18]=4)=[CH:62][CH:61]=3)=[O:52])=[CH:39][CH:38]=2)=[O:51])=[CH:48][CH:47]=1, predict the reactants needed to synthesize it. The reactants are: [CH2:1]([O:10][C:11]1[CH:19]=[CH:18][C:14]([C:15]([OH:17])=[O:16])=[CH:13][CH:12]=1)[CH2:2][CH2:3][CH2:4][CH2:5][CH2:6][CH2:7][CH2:8][CH3:9].C(Cl)(=O)C(Cl)=O.O[C:27]1[CH:62]=[CH:61][C:30]([CH2:31][N:32]([CH2:53][C:54]([O:56]C(C)(C)C)=[O:55])[C:33](=[O:52])[C:34]2[CH:39]=[CH:38][C:37]([NH:40][C:41](=[O:51])[CH2:42][C:43]3[CH:48]=[CH:47][C:46]([O:49][CH3:50])=[CH:45][CH:44]=3)=[CH:36][CH:35]=2)=[CH:29][CH:28]=1.C(O)(C(F)(F)F)=O. (7) Given the product [F:18][C:7]1[CH:8]=[C:9]2[C:4](=[CH:5][C:6]=1[C:19]1[CH:20]=[N:21][CH:22]=[CH:23][CH:24]=1)[N:3]=[C:2]([C:47]1[CH:48]=[CH:49][C:44]([NH:43][C:41]([NH:40][C:37]3[CH:38]=[CH:39][C:34]([C:32]([N:29]4[CH2:28][CH2:27][N:26]([CH3:25])[CH2:31][CH2:30]4)=[O:33])=[CH:35][CH:36]=3)=[O:42])=[CH:45][CH:46]=1)[N:11]=[C:10]2[N:12]1[CH2:17][CH2:16][O:15][CH2:14][CH2:13]1, predict the reactants needed to synthesize it. The reactants are: Cl[C:2]1[N:11]=[C:10]([N:12]2[CH2:17][CH2:16][O:15][CH2:14][CH2:13]2)[C:9]2[C:4](=[CH:5][C:6]([C:19]3[CH:20]=[N:21][CH:22]=[CH:23][CH:24]=3)=[C:7]([F:18])[CH:8]=2)[N:3]=1.[CH3:25][N:26]1[CH2:31][CH2:30][N:29]([C:32]([C:34]2[CH:39]=[CH:38][C:37]([NH:40][C:41]([NH:43][C:44]3[CH:49]=[CH:48][C:47](B4OC(C)(C)C(C)(C)O4)=[CH:46][CH:45]=3)=[O:42])=[CH:36][CH:35]=2)=[O:33])[CH2:28][CH2:27]1.C(=O)([O-])[O-].[Cs+].[Cs+].CN(C=O)C. (8) Given the product [Cl:1][C:2]1[CH:7]=[C:6]([CH:5]=[CH:4][C:3]=1[O:11][C:12]1[CH:17]=[CH:16][CH:15]=[C:14]([S:18]([CH:21]([CH3:23])[CH3:22])(=[O:20])=[O:19])[CH:13]=1)[NH2:8], predict the reactants needed to synthesize it. The reactants are: [Cl:1][C:2]1[CH:7]=[C:6]([N+:8]([O-])=O)[CH:5]=[CH:4][C:3]=1[O:11][C:12]1[CH:17]=[CH:16][CH:15]=[C:14]([S:18]([CH:21]([CH3:23])[CH3:22])(=[O:20])=[O:19])[CH:13]=1.[Cl-].[Ca+2].[Cl-].O.